This data is from Reaction yield outcomes from USPTO patents with 853,638 reactions. The task is: Predict the reaction yield, written as a fraction of the theoretical maximum amount of product (1.0 means a 100% yield; for example, 0.34 means a 34% yield). (1) The product is [F:75][C:76]1[C:81]([C:82]([F:84])([F:85])[F:83])=[CH:80][CH:79]=[CH:78][C:77]=1[CH2:86][NH:87][C:7]([CH:6]1[CH2:5][NH:4][C:3](=[O:10])[N:2]1[CH3:1])=[O:9]. The catalyst is ClCCl. The yield is 0.0800. The reactants are [CH3:1][N:2]1[CH:6]([C:7]([OH:9])=O)[CH2:5][NH:4][C:3]1=[O:10].CN1C(C(OC(C)(C)C)=O)CNC1=O.O=C1N(C(OCC2C=CC=CC=2)=O)[C@H](C(O)=O)CN1.C(N1CCOCC1)C.O.ON1C2C=CC=CC=2N=N1.Cl.C(N=C=NCCCN(C)C)C.[F:75][C:76]1[C:81]([C:82]([F:85])([F:84])[F:83])=[CH:80][CH:79]=[CH:78][C:77]=1[CH2:86][NH2:87]. (2) The reactants are [Cl:1][C:2]1[C:3]([N:9]2[C:13]([C:14](O)=[O:15])=[CH:12][C:11]([C:17]([F:20])([F:19])[F:18])=[N:10]2)=[N:4][CH:5]=[C:6]([Cl:8])[CH:7]=1.C(Cl)(=O)C([Cl:24])=O. The catalyst is CN(C)C=O.ClCCl. The product is [Cl:1][C:2]1[C:3]([N:9]2[C:13]([C:14]([Cl:24])=[O:15])=[CH:12][C:11]([C:17]([F:20])([F:19])[F:18])=[N:10]2)=[N:4][CH:5]=[C:6]([Cl:8])[CH:7]=1. The yield is 1.00. (3) The reactants are [CH3:1][NH:2][C:3]1[CH:8]=[CH:7][CH:6]=[C:5]([NH2:9])[N:4]=1.Cl[C:11]1[CH:16]=[C:15]([Cl:17])[N:14]=[CH:13][N:12]=1.CCN(C(C)C)C(C)C. The catalyst is C(O)CCC. The product is [Cl:17][C:15]1[N:14]=[CH:13][N:12]=[C:11]([NH:9][C:5]2[CH:6]=[CH:7][CH:8]=[C:3]([NH:2][CH3:1])[N:4]=2)[CH:16]=1. The yield is 0.330. (4) The reactants are Br[C:2]1[N:7]=[C:6]([N:8]2[CH2:14][CH:13]([OH:15])[CH2:12][N:11]([C:16]([O:18][C:19]([CH3:22])([CH3:21])[CH3:20])=[O:17])[CH2:10][CH2:9]2)[CH:5]=[CH:4][CH:3]=1.[Cl:23][C:24]1[N:29]=[CH:28][C:27]2[CH:30]=[N:31][NH:32][C:26]=2[CH:25]=1.C([O-])([O-])=O.[K+].[K+].CNCCNC. The catalyst is O1CCOCC1.[Cu]I. The product is [Cl:23][C:24]1[N:29]=[CH:28][C:27]2[CH:30]=[N:31][N:32]([C:2]3[N:7]=[C:6]([N:8]4[CH2:14][CH:13]([OH:15])[CH2:12][N:11]([C:16]([O:18][C:19]([CH3:22])([CH3:21])[CH3:20])=[O:17])[CH2:10][CH2:9]4)[CH:5]=[CH:4][CH:3]=3)[C:26]=2[CH:25]=1. The yield is 0.243. (5) The reactants are [Br:1][C:2]1[CH:20]=[C:19]([N+:21]([O-:23])=[O:22])[CH:18]=[C:17]([Br:24])[C:3]=1[O:4][C:5]1[CH:6]=[C:7]2[C:12](=[CH:13][CH:14]=1)[N:11]=[C:10]([CH2:15][NH2:16])[CH:9]=[CH:8]2.[CH3:25][S:26](Cl)(=[O:28])=[O:27].N1C=CC=CC=1. The catalyst is ClCCl. The product is [Br:1][C:2]1[CH:20]=[C:19]([N+:21]([O-:23])=[O:22])[CH:18]=[C:17]([Br:24])[C:3]=1[O:4][C:5]1[CH:6]=[C:7]2[C:12](=[CH:13][CH:14]=1)[N:11]=[C:10]([CH2:15][NH:16][S:26]([CH3:25])(=[O:28])=[O:27])[CH:9]=[CH:8]2. The yield is 0.580. (6) The reactants are [Br:1][C:2]1[C:11]2[CH:10]=[N:9][CH:8]=[CH:7][C:6]=2[C:5]([NH2:12])=[CH:4][CH:3]=1.[Cl:13][C:14]1[CH:19]=[C:18]([Cl:20])[CH:17]=[CH:16][C:15]=1[CH2:21][N:22]=[C:23]=[O:24]. The catalyst is C1COCC1.C1(C)C=CC=CC=1.C1COCC1. The product is [Br:1][C:2]1[CH:3]=[CH:4][C:5]([NH:12][C:23]([NH:22][CH2:21][C:15]2[CH:16]=[CH:17][C:18]([Cl:20])=[CH:19][C:14]=2[Cl:13])=[O:24])=[C:6]2[C:11]=1[CH:10]=[N:9][CH:8]=[CH:7]2. The yield is 0.780. (7) The yield is 0.750. The reactants are [O:1]1[C:5]2[C:6]([C:10]([OH:12])=O)=[CH:7][CH:8]=[CH:9][C:4]=2[CH2:3][CH2:2]1.C(Cl)(=O)C(Cl)=O.[CH2:19]([O:21][C:22]([C:24]1([NH2:33])[CH2:32][C:31]2[C:26](=[CH:27][CH:28]=[CH:29][CH:30]=2)[CH2:25]1)=[O:23])[CH3:20].CCN(C(C)C)C(C)C. The product is [CH2:19]([O:21][C:22]([C:24]1([NH:33][C:10]([C:6]2[C:5]3[O:1][CH2:2][CH2:3][C:4]=3[CH:9]=[CH:8][CH:7]=2)=[O:12])[CH2:32][C:31]2[C:26](=[CH:27][CH:28]=[CH:29][CH:30]=2)[CH2:25]1)=[O:23])[CH3:20]. The catalyst is C(Cl)Cl.